This data is from Peptide-MHC class I binding affinity with 185,985 pairs from IEDB/IMGT. The task is: Regression. Given a peptide amino acid sequence and an MHC pseudo amino acid sequence, predict their binding affinity value. This is MHC class I binding data. The peptide sequence is KSFGRISVL. The MHC is HLA-B57:01 with pseudo-sequence HLA-B57:01. The binding affinity (normalized) is 0.468.